Dataset: Full USPTO retrosynthesis dataset with 1.9M reactions from patents (1976-2016). Task: Predict the reactants needed to synthesize the given product. (1) Given the product [NH2:9][C:3]1[C:2]2[CH2:49][O:44][CH2:45][C:7]=2[N:6]=[CH:5][N:4]=1, predict the reactants needed to synthesize it. The reactants are: Br[C:2]1[C:3]([NH2:9])=[N:4][CH:5]=[N:6][C:7]=1Cl.CC(C1C=C(C(C)C)C(C2C=CC=CC=2P(C2CCCCC2)C2CCCCC2)=C(C(C)C)C=1)C.[O:44]1[CH2:49]COC[CH2:45]1. (2) Given the product [O:1]([CH2:2][CH:3]1[CH2:12][N:7]2[CH2:8][CH2:9][N:10]([C:16]3[CH:17]=[CH:18][N:19]=[C:14]([Cl:13])[N:15]=3)[CH2:11][CH:6]2[CH2:5][CH2:4]1)[C:21]1[CH:26]=[CH:25][CH:24]=[CH:23][CH:22]=1, predict the reactants needed to synthesize it. The reactants are: [OH:1][CH2:2][CH:3]1[CH2:12][N:7]2[CH2:8][CH2:9][NH:10][CH2:11][CH:6]2[CH2:5][CH2:4]1.[Cl:13][C:14]1[N:19]=[C:18](Cl)[CH:17]=[CH:16][N:15]=1.[C:21]1(O)[CH:26]=[CH:25][CH:24]=[CH:23][CH:22]=1. (3) Given the product [CH2:15]([N:11]1[C:12]2[C:7](=[C:6]([OH:33])[C:5]([C:3]([NH:34][CH2:35][CH2:36][CH2:37][C:38]([OH:40])=[O:39])=[O:4])=[N:14][CH:13]=2)[CH:8]=[C:9]([C:23]2[CH:28]=[CH:27][CH:26]=[CH:25][C:24]=2[C:29]([F:30])([F:32])[F:31])[C:10]1=[O:22])[C:16]1[CH:17]=[CH:18][CH:19]=[CH:20][CH:21]=1, predict the reactants needed to synthesize it. The reactants are: CO[C:3]([C:5]1[C:6]([OH:33])=[C:7]2[C:12](=[CH:13][N:14]=1)[N:11]([CH2:15][C:16]1[CH:21]=[CH:20][CH:19]=[CH:18][CH:17]=1)[C:10](=[O:22])[C:9]([C:23]1[CH:28]=[CH:27][CH:26]=[CH:25][C:24]=1[C:29]([F:32])([F:31])[F:30])=[CH:8]2)=[O:4].[NH2:34][CH2:35][CH2:36][CH2:37][C:38]([OH:40])=[O:39].C[O-].[Na+]. (4) Given the product [I:1][C:2]1[CH:3]=[C:4]2[C:8](=[CH:9][CH:10]=1)[NH:7][C:6](=[O:11])[C:5]2=[N:15][NH:14][C:16]1[CH:21]=[CH:20][C:19]([S:22]([NH2:25])(=[O:23])=[O:24])=[CH:18][CH:17]=1, predict the reactants needed to synthesize it. The reactants are: [I:1][C:2]1[CH:3]=[C:4]2[C:8](=[CH:9][CH:10]=1)[NH:7][C:6](=[O:11])[C:5]2=O.Cl.[NH:14]([C:16]1[CH:21]=[CH:20][C:19]([S:22]([NH2:25])(=[O:24])=[O:23])=[CH:18][CH:17]=1)[NH2:15].C([O-])(=O)C.[Na+].O. (5) Given the product [ClH:3].[ClH:1].[Cl:1][C:13]1[CH:12]=[C:11]([CH:16]([C:49]2([OH:51])[CH2:50][CH2:12][CH2:11][CH2:10][CH2:15]2)[CH2:17][N:18]2[CH2:19][CH2:20][N:21]([CH2:37][C:32]3[CH:31]=[CH:30][C:29]4[C:34](=[CH:35][CH:36]=[C:27]([O:26][CH3:25])[CH:28]=4)[CH:33]=3)[CH2:22][CH2:23]2)[CH:10]=[CH:15][CH:14]=1, predict the reactants needed to synthesize it. The reactants are: [ClH:1].Cl.[Cl:3]C1C=C([C:10]2(O)[CH2:15][CH2:14][CH2:13][CH2:12][CH:11]2[CH2:16][CH2:17][N:18]2[CH2:23][CH2:22][NH:21][CH2:20][CH2:19]2)C=CC=1.[CH3:25][O:26][C:27]1[CH:28]=[C:29]2[C:34](=[CH:35][CH:36]=1)[CH:33]=[C:32]([CH:37]=O)[CH:31]=[CH:30]2.C(O[BH-](O[C:49](=[O:51])[CH3:50])OC(=O)C)(=O)C.[Na+]. (6) Given the product [Cl:16][C:17]1[CH:25]=[CH:24][CH:23]=[C:22]([Cl:26])[C:18]=1[C:19]([C:3]1[C:4]2[C:5](=[CH:6][N:7]=[C:8]([NH:10][C:11]([CH:13]3[CH2:14][CH2:15]3)=[O:12])[CH:9]=2)[NH:1][CH:2]=1)=[O:20], predict the reactants needed to synthesize it. The reactants are: [NH:1]1[C:5]2=[CH:6][N:7]=[C:8]([NH:10][C:11]([CH:13]3[CH2:15][CH2:14]3)=[O:12])[CH:9]=[C:4]2[CH:3]=[CH:2]1.[Cl:16][C:17]1[CH:25]=[CH:24][CH:23]=[C:22]([Cl:26])[C:18]=1[C:19](Cl)=[O:20]. (7) Given the product [OH:3][C:2]([C:4]([F:7])([F:6])[F:5])=[O:1].[Br:24][C:21]1[C:20]2[C@:19]34[CH2:25][CH2:26][NH:27][C@@H:13]([C@@H:14]3[CH2:15][CH2:16][CH2:17][CH2:18]4)[CH2:12][C:11]=2[CH:10]=[CH:9][C:22]=1[OH:23], predict the reactants needed to synthesize it. The reactants are: [OH:1][C:2]([C:4]([F:7])([F:6])[F:5])=[O:3].Br[C:9]1[C:22]([OH:23])=[C:21]([Br:24])[C:20]2[C@:19]34[CH2:25][CH2:26][NH:27][C@@H:13]([C@@H:14]3[CH2:15][CH2:16][CH2:17][CH2:18]4)[CH2:12][C:11]=2[CH:10]=1. (8) Given the product [CH3:53][O:54][C:55](=[O:64])[C@@H:56]1[CH2:60][CH:59]([N:61]=[N+:62]=[N-:63])[CH2:58][N:57]1[C:18](=[O:20])[CH2:17][CH2:16][C:13]1[CH:12]=[CH:11][C:10]([CH2:9][NH:8][C:6]([O:5][C:1]([CH3:2])([CH3:3])[CH3:4])=[O:7])=[CH:15][CH:14]=1, predict the reactants needed to synthesize it. The reactants are: [C:1]([O:5][C:6]([NH:8][CH2:9][C:10]1[CH:15]=[CH:14][C:13]([CH2:16][CH2:17][C:18]([OH:20])=O)=[CH:12][CH:11]=1)=[O:7])([CH3:4])([CH3:3])[CH3:2].C(N(CC)CC)C.CN(C(ON1N=NC2C=CC=CC1=2)=[N+](C)C)C.F[P-](F)(F)(F)(F)F.Cl.[CH3:53][O:54][C:55](=[O:64])[C@@H:56]1[CH2:60][C@H:59]([N:61]=[N+:62]=[N-:63])[CH2:58][NH:57]1. (9) Given the product [CH2:1]([O:8][C:9]1[C:10]([C:20]([OH:22])=[O:21])=[N:11][N:12]2[CH2:17][CH2:16][N:15]([CH3:18])[C:14](=[O:19])[C:13]=12)[C:2]1[CH:7]=[CH:6][CH:5]=[CH:4][CH:3]=1, predict the reactants needed to synthesize it. The reactants are: [CH2:1]([O:8][C:9]1[C:10]([C:20]([O:22]C)=[O:21])=[N:11][N:12]2[CH2:17][CH2:16][N:15]([CH3:18])[C:14](=[O:19])[C:13]=12)[C:2]1[CH:7]=[CH:6][CH:5]=[CH:4][CH:3]=1.[OH-].[Na+].Cl. (10) The reactants are: CN(C(ON1N=NC2C=CC=CC1=2)=[N+](C)C)C.[B-](F)(F)(F)F.[CH3:23][C:24]1[N:29]=[C:28]([C:30]([OH:32])=O)[C:27]([N:33]2[N:37]=[C:36](C)[CH:35]=[N:34]2)=[CH:26][CH:25]=1.CCN(C(C)C)C(C)C.[F:48][C:49]([F:66])([F:65])[C:50]1[CH:51]=[CH:52][C:53]([O:56][CH2:57][C@@H:58]2[CH2:64][C@@H:63]3[C@@H:61]([CH2:62]3)[CH2:60][NH:59]2)=[N:54][CH:55]=1. Given the product [CH3:23][C:24]1[N:29]=[C:28]([C:30]([N:59]2[C@H:58]([CH2:57][O:56][C:53]3[CH:52]=[CH:51][C:50]([C:49]([F:48])([F:65])[F:66])=[CH:55][N:54]=3)[CH2:64][C@@H:63]3[C@@H:61]([CH2:62]3)[CH2:60]2)=[O:32])[C:27]([N:33]2[N:37]=[CH:36][CH:35]=[N:34]2)=[CH:26][CH:25]=1, predict the reactants needed to synthesize it.